From a dataset of HIV replication inhibition screening data with 41,000+ compounds from the AIDS Antiviral Screen. Binary Classification. Given a drug SMILES string, predict its activity (active/inactive) in a high-throughput screening assay against a specified biological target. (1) The molecule is Cc1nnc(NN=C2C(=O)Nc3c(Cl)cc(Cl)cc32)n1N. The result is 0 (inactive). (2) The compound is COc1cc2c(c(OC)c1OC)-c1ccc(OC)c(=O)cc1C(N)CC2.O=C(O)C(O)C(O)C(=O)O. The result is 0 (inactive). (3) The compound is O=C(O)C12CC3CC(C1)C2C=C3P(=O)(O)O. The result is 0 (inactive). (4) The drug is C=C(C)C#CC1(O)C=C(OC)C(OC)=CC1=O. The result is 0 (inactive). (5) The molecule is CN1C(=O)C2(C=CC3(CC2)OCCO3)c2ccccc21. The result is 0 (inactive). (6) The molecule is Oc1nnc(Nc2ccccc2)c2nnn(Cc3ccccc3)c12. The result is 0 (inactive). (7) The compound is COc1ccc(C2C(=O)c3ccc(OC)cc3OC2c2ccccc2)cc1. The result is 0 (inactive). (8) The drug is COC(=O)C(Cc1ccc(O)cc1)NC(=O)C(Cc1ccc(O)cc1)NC(=O)OC(C)(C)C. The result is 0 (inactive).